This data is from Catalyst prediction with 721,799 reactions and 888 catalyst types from USPTO. The task is: Predict which catalyst facilitates the given reaction. (1) Reactant: [CH2:1]([O:8][CH:9]([C:21]1[CH:26]=[CH:25][C:24]([F:27])=[CH:23][CH:22]=1)[CH2:10][CH2:11][CH2:12][C:13](N1CCOCC1)=[O:14])[C:2]1[CH:7]=[CH:6][CH:5]=[CH:4][CH:3]=1.[OH-:28].[K+]. Product: [CH2:1]([O:8][CH:9]([C:21]1[CH:26]=[CH:25][C:24]([F:27])=[CH:23][CH:22]=1)[CH2:10][CH2:11][CH2:12][C:13]([OH:14])=[O:28])[C:2]1[CH:3]=[CH:4][CH:5]=[CH:6][CH:7]=1. The catalyst class is: 32. (2) Reactant: [Br:1][C:2]1[N:3]([CH2:24][C:25](O)=[O:26])[C:4]2[C:9]([C:10]=1[CH:11]1[CH2:16][CH2:15][CH2:14][CH2:13][CH2:12]1)=[CH:8][CH:7]=[C:6]([C:17]([O:19][C:20]([CH3:23])([CH3:22])[CH3:21])=[O:18])[CH:5]=2.[Br:28][C:29]1[CH:41]=[CH:40][C:39]([Cl:42])=[CH:38][C:30]=1[CH2:31][NH:32][CH2:33][CH2:34][N:35]([CH3:37])[CH3:36].CCN(C(C)C)C(C)C.CN(C(ON1N=NC2C=CC=NC1=2)=[N+](C)C)C.F[P-](F)(F)(F)(F)F. Product: [C:20]([O:19][C:17]([C:6]1[CH:5]=[C:4]2[C:9]([C:10]([CH:11]3[CH2:12][CH2:13][CH2:14][CH2:15][CH2:16]3)=[C:2]([Br:1])[N:3]2[CH2:24][C:25]([N:32]([CH2:31][C:30]2[CH:38]=[C:39]([Cl:42])[CH:40]=[CH:41][C:29]=2[Br:28])[CH2:33][CH2:34][N:35]([CH3:37])[CH3:36])=[O:26])=[CH:8][CH:7]=1)=[O:18])([CH3:21])([CH3:23])[CH3:22]. The catalyst class is: 2. (3) Reactant: Cl[C:2]1[N:7]=[CH:6][C:5]2[CH:8]=[N:9][N:10]([S:11]([C:14]3[CH:15]=[CH:16][CH:17]=[C:18]4[C:23]=3[N:22]=[CH:21][CH:20]=[CH:19]4)(=[O:13])=[O:12])[C:4]=2[CH:3]=1.[NH2:24][C:25]1[CH:30]=[CH:29][C:28]([N:31]2[CH2:36][CH2:35][N:34]([C:37]([O:39][C:40]([CH3:43])([CH3:42])[CH3:41])=[O:38])[CH2:33][CH2:32]2)=[CH:27][C:26]=1[O:44][CH3:45].C([O-])([O-])=O.[K+].[K+].CC(C1C=C(C(C)C)C(C2C=CC=CC=2P(C2CCCCC2)C2CCCCC2)=C(C(C)C)C=1)C. Product: [CH3:45][O:44][C:26]1[CH:27]=[C:28]([N:31]2[CH2:32][CH2:33][N:34]([C:37]([O:39][C:40]([CH3:43])([CH3:42])[CH3:41])=[O:38])[CH2:35][CH2:36]2)[CH:29]=[CH:30][C:25]=1[NH:24][C:2]1[N:7]=[CH:6][C:5]2[CH:8]=[N:9][N:10]([S:11]([C:14]3[CH:15]=[CH:16][CH:17]=[C:18]4[C:23]=3[N:22]=[CH:21][CH:20]=[CH:19]4)(=[O:13])=[O:12])[C:4]=2[CH:3]=1. The catalyst class is: 62. (4) Reactant: [Cl:1][C:2]1[C:11]([O:12][CH2:13][C:14]2[CH:19]=[CH:18][C:17]([O:20][CH3:21])=[CH:16][CH:15]=2)=[C:10]([O:22][CH2:23][C:24]2[CH:29]=[CH:28][C:27]([O:30][CH3:31])=[CH:26][CH:25]=2)[CH:9]=[C:8]2[C:3]=1[C:4](=[O:37])[C:5]([C:34](O)=[O:35])=[CH:6][N:7]2[CH2:32][CH3:33].C(N(CC)CC)C.ClC(OCC(C)C)=O.CC(C[AlH]CC(C)C)C. Product: [Cl:1][C:2]1[C:11]([O:12][CH2:13][C:14]2[CH:19]=[CH:18][C:17]([O:20][CH3:21])=[CH:16][CH:15]=2)=[C:10]([O:22][CH2:23][C:24]2[CH:25]=[CH:26][C:27]([O:30][CH3:31])=[CH:28][CH:29]=2)[CH:9]=[C:8]2[C:3]=1[C:4](=[O:37])[C:5]([CH2:34][OH:35])=[CH:6][N:7]2[CH2:32][CH3:33]. The catalyst class is: 207. (5) Product: [ClH:14].[Cl:14][C:15]1[CH:16]=[CH:17][C:18]([N:24]2[CH2:29][CH2:28][N:27]([CH3:30])[CH2:26][CH2:25]2)=[C:19]([C:21](=[O:23])/[CH:22]=[CH:1]/[C:3]2[CH:13]=[CH:12][C:6](/[CH:7]=[CH:8]/[C:9]([OH:11])=[O:10])=[CH:5][CH:4]=2)[CH:20]=1. The catalyst class is: 14. Reactant: [CH:1]([C:3]1[CH:13]=[CH:12][C:6]([CH:7]=[CH:8][C:9]([OH:11])=[O:10])=[CH:5][CH:4]=1)=O.[Cl:14][C:15]1[CH:16]=[CH:17][C:18]([N:24]2[CH2:29][CH2:28][N:27]([CH3:30])[CH2:26][CH2:25]2)=[C:19]([C:21](=[O:23])[CH3:22])[CH:20]=1.[OH-].[K+].Cl. (6) Reactant: Cl[C:2]1[CH:7]=[CH:6][CH:5]=[C:4]([C:8]([O:10]O)=O)[CH:3]=1.CC1C=CC([CH:17]=[S:18])=CC=1.[OH-:21].[Ca+2].[OH-]. Product: [CH3:17][S:18]([C:7]1[CH:6]=[CH:5][C:4]([CH:8]=[O:10])=[CH:3][CH:2]=1)=[O:21]. The catalyst class is: 22. (7) Reactant: [Cl:1][C:2]1[C:3]([O:12][C:13]2[CH:18]=[C:17]([O:19][CH:20]([CH3:22])[CH3:21])[CH:16]=[CH:15][C:14]=2/[CH:23]=[C:24](\[CH3:28])/[C:25](O)=[O:26])=[N:4][CH:5]=[C:6]([C:8]([F:11])([F:10])[F:9])[CH:7]=1.Cl.C(N=C=NCCCN(C)C)C.[CH:41]([O:44][CH2:45][CH2:46][NH:47][S:48]([NH2:51])(=[O:50])=[O:49])([CH3:43])[CH3:42].Cl. Product: [Cl:1][C:2]1[C:3]([O:12][C:13]2[CH:18]=[C:17]([O:19][CH:20]([CH3:21])[CH3:22])[CH:16]=[CH:15][C:14]=2/[CH:23]=[C:24](\[CH3:28])/[C:25]([NH:51][S:48]([NH:47][CH2:46][CH2:45][O:44][CH:41]([CH3:43])[CH3:42])(=[O:50])=[O:49])=[O:26])=[N:4][CH:5]=[C:6]([C:8]([F:11])([F:9])[F:10])[CH:7]=1. The catalyst class is: 766. (8) Reactant: [C:1]([O:5][C:6]([NH:8][C:9]1[O:17][C:16]2[C:11](=[N:12][CH:13]=[C:14]([CH:18]=O)[CH:15]=2)[C:10]=1[C:20]([NH:22][C:23]1[CH:24]=[N:25][CH:26]=[CH:27][C:28]=1[N:29]1[CH2:34][C@H:33]([C:35]([F:38])([F:37])[F:36])[CH2:32][C@H:31]([NH:39][C:40](=[O:46])[O:41][C:42]([CH3:45])([CH3:44])[CH3:43])[CH2:30]1)=[O:21])=[O:7])([CH3:4])([CH3:3])[CH3:2].Cl.[F:48][C@@H:49]1[CH2:53][CH2:52][NH:51][CH2:50]1.CCN(C(C)C)C(C)C.C(O[BH-](OC(=O)C)OC(=O)C)(=O)C.[Na+]. Product: [C:1]([O:5][C:6]([NH:8][C:9]1[O:17][C:16]2[C:11](=[N:12][CH:13]=[C:14]([CH2:18][N:51]3[CH2:52][CH2:53][C@@H:49]([F:48])[CH2:50]3)[CH:15]=2)[C:10]=1[C:20]([NH:22][C:23]1[CH:24]=[N:25][CH:26]=[CH:27][C:28]=1[N:29]1[CH2:34][C@H:33]([C:35]([F:36])([F:38])[F:37])[CH2:32][C@H:31]([NH:39][C:40](=[O:46])[O:41][C:42]([CH3:44])([CH3:45])[CH3:43])[CH2:30]1)=[O:21])=[O:7])([CH3:3])([CH3:4])[CH3:2]. The catalyst class is: 26. (9) Reactant: [CH2:1]([N:8]1[C:16]2[C:11](=[CH:12][CH:13]=[CH:14][CH:15]=2)[C:10]([C:17]2[O:18][C:19]([C:22]([OH:24])=[O:23])=[CH:20][CH:21]=2)=[N:9]1)[C:2]1[CH:7]=[CH:6][CH:5]=[CH:4][CH:3]=1.[K].[CH2:26](O)[CH3:27].S(=O)(=O)(O)O. Product: [CH2:1]([N:8]1[C:16]2[C:11](=[CH:12][CH:13]=[CH:14][CH:15]=2)[C:10]([C:17]2[O:18][C:19]([C:22]([O:24][CH2:26][CH3:27])=[O:23])=[CH:20][CH:21]=2)=[N:9]1)[C:2]1[CH:7]=[CH:6][CH:5]=[CH:4][CH:3]=1. The catalyst class is: 93. (10) Reactant: [H-].[Na+].[CH2:3]([O:13][CH2:14][C:15]([CH2:20][O:21][CH2:22][CH2:23][CH2:24][CH2:25][CH2:26][CH2:27][CH2:28][CH2:29][CH2:30][CH3:31])([CH2:18][OH:19])[CH2:16][OH:17])[CH2:4][CH2:5][CH2:6][CH2:7][CH2:8][CH2:9][CH2:10][CH2:11][CH3:12].Br.Br[CH2:34][CH2:35][N:36]([CH2:39][CH3:40])[CH2:37][CH3:38]. Product: [CH2:35]([N:36]([CH2:39][CH2:40][O:17][CH2:16][C:15]([CH2:14][O:13][CH2:3][CH2:4][CH2:5][CH2:6][CH2:7][CH2:8][CH2:9][CH2:10][CH2:11][CH3:12])([CH2:20][O:21][CH2:22][CH2:23][CH2:24][CH2:25][CH2:26][CH2:27][CH2:28][CH2:29][CH2:30][CH3:31])[CH2:18][O:19][CH2:34][CH2:35][N:36]([CH2:39][CH3:40])[CH2:37][CH3:38])[CH2:37][CH3:38])[CH3:34]. The catalyst class is: 1.